Dataset: Forward reaction prediction with 1.9M reactions from USPTO patents (1976-2016). Task: Predict the product of the given reaction. (1) Given the reactants Br[C:2]1[CH:12]=[CH:11][C:5]2[N:6]([CH3:10])[C:7](=[O:9])[NH:8][C:4]=2[C:3]=1[S:13][CH2:14][CH3:15].[CH3:16][N:17]1[CH:22]=[C:21](B2OC(C)(C)C(C)(C)O2)[C:20]2[CH:32]=[CH:33][N:34]([S:35]([C:38]3[CH:43]=[CH:42][C:41]([CH3:44])=[CH:40][CH:39]=3)(=[O:37])=[O:36])[C:19]=2[C:18]1=[O:45], predict the reaction product. The product is: [CH2:14]([S:13][C:3]1[C:4]2[NH:8][C:7](=[O:9])[N:6]([CH3:10])[C:5]=2[CH:11]=[CH:12][C:2]=1[C:21]1[C:20]2[CH:32]=[CH:33][N:34]([S:35]([C:38]3[CH:43]=[CH:42][C:41]([CH3:44])=[CH:40][CH:39]=3)(=[O:37])=[O:36])[C:19]=2[C:18](=[O:45])[N:17]([CH3:16])[CH:22]=1)[CH3:15]. (2) Given the reactants Cl[C:2]1[CH:3]=[C:4]([CH:31]=[CH:32][CH:33]=1)[C:5]([NH:7][C:8]1[CH:13]=[C:12]([Cl:14])[CH:11]=[CH:10][C:9]=1[C:15]1[CH2:16][CH2:17][N:18]([C:21](=[O:30])[CH2:22][N:23]2[C:27]([CH3:28])=[CH:26][C:25]([CH3:29])=[N:24]2)[CH2:19][CH:20]=1)=[O:6], predict the reaction product. The product is: [Cl:14][C:12]1[CH:11]=[CH:10][C:9]([CH:15]2[CH2:16][CH2:17][N:18]([C:21](=[O:30])[CH2:22][N:23]3[C:27]([CH3:28])=[CH:26][C:25]([CH3:29])=[N:24]3)[CH2:19][CH2:20]2)=[C:8]([NH:7][C:5](=[O:6])[C:4]2[CH:31]=[CH:32][CH:33]=[CH:2][CH:3]=2)[CH:13]=1. (3) Given the reactants [BH4-].[Na+].[Cl:3][C:4]1[C:5]([CH2:16][O:17][CH3:18])=[CH:6][CH:7]=[C:8]2[C:13]=1[N:12]=[C:11]([CH:14]=[O:15])[CH:10]=[CH:9]2, predict the reaction product. The product is: [Cl:3][C:4]1[C:5]([CH2:16][O:17][CH3:18])=[CH:6][CH:7]=[C:8]2[C:13]=1[N:12]=[C:11]([CH2:14][OH:15])[CH:10]=[CH:9]2.